Predict the reaction yield, written as a fraction of the theoretical maximum amount of product (1.0 means a 100% yield; for example, 0.34 means a 34% yield). From a dataset of Reaction yield outcomes from USPTO patents with 853,638 reactions. (1) The yield is 0.800. The reactants are [N+:1]([C:4]1[CH:9]=[C:8]([N+:10]([O-])=O)[CH:7]=[CH:6][C:5]=1[CH:13]([OH:15])[CH3:14])([O-])=O.[H][H]. The product is [NH2:1][C:4]1[CH:9]=[C:8]([NH2:10])[CH:7]=[CH:6][C:5]=1[CH:13]([OH:15])[CH3:14]. The catalyst is [Ni]. (2) The reactants are C(Cl)(Cl)Cl.[K+].[Br-].[C:7]([NH:15][CH:16]1[C:22](=[O:23])[N:21]2[CH:24]([C:28]([NH:30][CH:31]([CH:41]=[O:42])[CH2:32][CH2:33][C:34]([O:36]C(C)(C)C)=[O:35])=[O:29])[CH2:25][CH2:26][CH2:27][N:20]2[C:19](=[O:43])[CH2:18][CH2:17]1)(=[O:14])[C:8]1[CH:13]=[CH:12][CH:11]=[CH:10][CH:9]=1.FC(F)(F)C(O)=O. The catalyst is C(Cl)Cl. The product is [C:7]([NH:15][CH:16]1[C:22](=[O:23])[N:21]2[CH:24]([C:28]([NH:30][CH:31]([CH:41]=[O:42])[CH2:32][CH2:33][C:34]([OH:36])=[O:35])=[O:29])[CH2:25][CH2:26][CH2:27][N:20]2[C:19](=[O:43])[CH2:18][CH2:17]1)(=[O:14])[C:8]1[CH:13]=[CH:12][CH:11]=[CH:10][CH:9]=1. The yield is 0.700.